This data is from Catalyst prediction with 721,799 reactions and 888 catalyst types from USPTO. The task is: Predict which catalyst facilitates the given reaction. (1) Reactant: [C:1]([O:5][C:6]([NH:8][C@H:9]([C:24]([OH:26])=[O:25])[CH2:10][C:11]1[C:19]2[C:14](=[CH:15][CH:16]=[CH:17][CH:18]=2)[N:13]([CH2:20][CH2:21][CH2:22][CH3:23])[CH:12]=1)=[O:7])([CH3:4])([CH3:3])[CH3:2].[C:27](=O)([O-])[O-].[K+].[K+].IC. Product: [C:1]([O:5][C:6]([NH:8][C@H:9]([C:24]([O:26][CH3:27])=[O:25])[CH2:10][C:11]1[C:19]2[C:14](=[CH:15][CH:16]=[CH:17][CH:18]=2)[N:13]([CH2:20][CH2:21][CH2:22][CH3:23])[CH:12]=1)=[O:7])([CH3:2])([CH3:3])[CH3:4]. The catalyst class is: 3. (2) Reactant: [Cl:1][C:2]1[C:3]([NH:25][C:26]2[CH:31]=[CH:30][CH:29]=[CH:28][C:27]=2[S:32](=[O:36])(=[O:35])[NH:33][CH3:34])=[N:4][C:5]([NH:8][C:9]2[CH:24]=[CH:23][C:12]3[N:13]([CH2:19][C:20](O)=[O:21])[C:14](=[O:18])[CH2:15][CH2:16][CH2:17][C:11]=3[CH:10]=2)=[N:6][CH:7]=1.[CH3:37][N:38]1[CH2:43][CH2:42][NH:41][CH2:40][CH2:39]1.Cl.CN(C)CCCN=C=NCC.CN1CCOCC1.OC1C2N=NNC=2C=CC=1. Product: [Cl:1][C:2]1[C:3]([NH:25][C:26]2[CH:31]=[CH:30][CH:29]=[CH:28][C:27]=2[S:32]([NH:33][CH3:34])(=[O:36])=[O:35])=[N:4][C:5]([NH:8][C:9]2[CH:24]=[CH:23][C:12]3[N:13]([CH2:19][C:20]([N:41]4[CH2:42][CH2:43][N:38]([CH3:37])[CH2:39][CH2:40]4)=[O:21])[C:14](=[O:18])[CH2:15][CH2:16][CH2:17][C:11]=3[CH:10]=2)=[N:6][CH:7]=1. The catalyst class is: 655. (3) Reactant: [Cl:1][C:2]1[CH:7]=[CH:6][C:5]([C@H:8]([NH:11][C:12]([CH3:18])([CH3:17])[CH2:13][C:14]([OH:16])=O)[CH2:9][CH3:10])=[C:4]([F:19])[C:3]=1[C:20]([C:22]1[CH:23]=[N:24][CH:25]=[CH:26][CH:27]=1)=[O:21].CC[N:30](C(C)C)C(C)C.[Cl-].[NH4+].CN(C(ON1N=NC2C=CC=NC1=2)=[N+](C)C)C.F[P-](F)(F)(F)(F)F. Product: [Cl:1][C:2]1[CH:7]=[CH:6][C:5]([C@H:8]([NH:11][C:12]([CH3:17])([CH3:18])[CH2:13][C:14]([NH2:30])=[O:16])[CH2:9][CH3:10])=[C:4]([F:19])[C:3]=1[C:20]([C:22]1[CH:23]=[N:24][CH:25]=[CH:26][CH:27]=1)=[O:21]. The catalyst class is: 31. (4) Reactant: [Br:1][C:2]1[C:3](=[O:28])[N:4]([CH2:19][C:20]2[CH:25]=[N:24][C:23]([CH2:26][OH:27])=[CH:22][N:21]=2)[C:5]([CH3:18])=[CH:6][C:7]=1[O:8][CH2:9][C:10]1[CH:15]=[CH:14][C:13]([F:16])=[CH:12][C:11]=1[F:17].[H-].[Na+].[CH3:31][O:32][CH2:33][CH2:34]Br. Product: [Br:1][C:2]1[C:3](=[O:28])[N:4]([CH2:19][C:20]2[CH:25]=[N:24][C:23]([CH2:26][O:27][CH2:34][CH2:33][O:32][CH3:31])=[CH:22][N:21]=2)[C:5]([CH3:18])=[CH:6][C:7]=1[O:8][CH2:9][C:10]1[CH:15]=[CH:14][C:13]([F:16])=[CH:12][C:11]=1[F:17]. The catalyst class is: 44. (5) Reactant: C1(C)C=CC(S(O)=O)=CC=1.[C:11]1([C:17]2[CH:21]=[N:20]C(=S)[N:18]=2)[CH:16]=[CH:15][CH:14]=[CH:13][CH:12]=1.C(=O)C1C=CC=CC=1.[N+](C=CC1C=CC=CC=1)([O-])=O.CON. Product: [C:11]1([CH:17]([NH2:18])[CH2:21][NH2:20])[CH:16]=[CH:15][CH:14]=[CH:13][CH:12]=1. The catalyst class is: 463. (6) Reactant: O[N:2]=[C:3]([C:15]1[CH:20]=[CH:19][CH:18]=[CH:17][CH:16]=1)[CH2:4][CH2:5][CH2:6][NH:7][C:8](=[O:14])[O:9][C:10]([CH3:13])([CH3:12])[CH3:11]. Product: [NH2:2][CH:3]([C:15]1[CH:20]=[CH:19][CH:18]=[CH:17][CH:16]=1)[CH2:4][CH2:5][CH2:6][NH:7][C:8](=[O:14])[O:9][C:10]([CH3:13])([CH3:11])[CH3:12]. The catalyst class is: 29.